Dataset: Reaction yield outcomes from USPTO patents with 853,638 reactions. Task: Predict the reaction yield, written as a fraction of the theoretical maximum amount of product (1.0 means a 100% yield; for example, 0.34 means a 34% yield). The reactants are [K].[CH2:2]([O:10][C:11](=[O:17])[CH:12]([C:15]#[N:16])[CH:13]=[O:14])[CH2:3][CH2:4][CH2:5][CH2:6][CH2:7][CH2:8][CH3:9].[Br-].[CH2:19]([P+:24]([C:37]1[CH:42]=[CH:41][CH:40]=[CH:39][CH:38]=1)([C:31]1[CH:36]=[CH:35][CH:34]=[CH:33][CH:32]=1)[C:25]1[CH:30]=[CH:29][CH:28]=[CH:27][CH:26]=1)[CH2:20][CH:21]([CH3:23])[CH3:22]. No catalyst specified. The product is [CH2:19]([P+:24]([C:37]1[CH:42]=[CH:41][CH:40]=[CH:39][CH:38]=1)([C:25]1[CH:26]=[CH:27][CH:28]=[CH:29][CH:30]=1)[C:31]1[CH:36]=[CH:35][CH:34]=[CH:33][CH:32]=1)[CH2:20][CH:21]([CH3:23])[CH3:22].[CH2:2]([O:10][C:11](=[O:17])[CH:12]([C:15]#[N:16])[CH:13]=[O:14])[CH2:3][CH2:4][CH2:5][CH2:6][CH2:7][CH2:8][CH3:9]. The yield is 1.00.